This data is from Reaction yield outcomes from USPTO patents with 853,638 reactions. The task is: Predict the reaction yield, written as a fraction of the theoretical maximum amount of product (1.0 means a 100% yield; for example, 0.34 means a 34% yield). (1) The reactants are [CH2:1]([S:5]([O-:8])(=[O:7])=[O:6])[CH2:2][CH2:3][CH3:4].[CH2:9]1[S:14](=[O:16])(=[O:15])[O:13][CH2:12][CH2:11][CH2:10]1.[C:17]1([CH:24]=[CH:23][C:21]([OH:22])=[CH:20][CH:19]=1)[OH:18].[OH-].[Na+:26]. The catalyst is O1CCOCC1. The product is [C:21]1([O:22][CH2:12][CH2:11][CH2:10][CH2:9][S:14]([O-:13])(=[O:16])=[O:15])[CH:23]=[CH:24][C:17]([O:18][CH2:4][CH2:3][CH2:2][CH2:1][S:5]([O-:8])(=[O:7])=[O:6])=[CH:19][CH:20]=1.[Na+:26].[Na+:26]. The yield is 0.800. (2) No catalyst specified. The product is [Br:11][C:4]1[N:3]=[C:2]([NH2:12])[C:7]([N+:8]([O-:10])=[O:9])=[CH:6][CH:5]=1. The reactants are Br[C:2]1[C:7]([N+:8]([O-:10])=[O:9])=[CH:6][CH:5]=[C:4]([Br:11])[N:3]=1.[NH3:12].CCO. The yield is 0.970. (3) The reactants are [CH3:1][O:2][C:3](=[O:13])[C@@H:4]([NH2:12])[CH2:5][CH:6]1[CH2:11][CH2:10][CH2:9][CH2:8][CH2:7]1.C(N(CC)C(C)C)(C)C.C([O:25][C:26](=O)/[CH:27]=[C:28](/[O:31][C:32]1[CH:37]=[CH:36][CH:35]=[C:34]([C:38]([F:41])([F:40])[F:39])[CH:33]=1)\[CH2:29]Br)C. The catalyst is CN(C)C=O. The product is [CH3:1][O:2][C:3](=[O:13])[C@@H:4]([N:12]1[CH2:29][C:28]([O:31][C:32]2[CH:37]=[CH:36][CH:35]=[C:34]([C:38]([F:40])([F:41])[F:39])[CH:33]=2)=[CH:27][C:26]1=[O:25])[CH2:5][CH:6]1[CH2:11][CH2:10][CH2:9][CH2:8][CH2:7]1. The yield is 0.250. (4) The reactants are CCN(C(C)C)C(C)C.F[C:11]1[C:16]([N+:17]([O-:19])=[O:18])=[CH:15][C:14]([NH:20][C:21]2[N:26]=[C:25]([C:27]3[C:35]4[C:30](=[CH:31][CH:32]=[CH:33][CH:34]=4)[N:29]([CH3:36])[CH:28]=3)[CH:24]=[CH:23][N:22]=2)=[C:13]([O:37][CH3:38])[CH:12]=1.[CH3:39][N:40]1[CH2:44][C@@H:43]2[NH:45][CH2:46][CH2:47][C@@H:42]2[CH2:41]1. The catalyst is FC(F)(F)CO. The product is [CH3:39][N:40]1[CH2:41][C@@H:42]2[C@@H:43]([N:45]([C:11]3[C:16]([N+:17]([O-:19])=[O:18])=[CH:15][C:14]([NH:20][C:21]4[N:26]=[C:25]([C:27]5[C:35]6[C:30](=[CH:31][CH:32]=[CH:33][CH:34]=6)[N:29]([CH3:36])[CH:28]=5)[CH:24]=[CH:23][N:22]=4)=[C:13]([O:37][CH3:38])[CH:12]=3)[CH2:46][CH2:47]2)[CH2:44]1. The yield is 0.840. (5) The product is [Cl:1][C:2]1[CH:7]=[C:6]([Cl:8])[CH:5]=[CH:4][C:3]=1[C:9]1[CH:10]=[C:11]([C:14]([N:16]2[CH2:17][CH2:18][N:19]([C:22](=[O:24])[CH:32]=[CH2:33])[CH2:20][CH2:21]2)=[O:15])[NH:12][CH:13]=1. The reactants are [Cl:1][C:2]1[CH:7]=[C:6]([Cl:8])[CH:5]=[CH:4][C:3]=1[C:9]1[CH:10]=[C:11]([C:14]([N:16]2[CH2:21][CH2:20][N:19]([C:22]([O:24]C(C)(C)C)=O)[CH2:18][CH2:17]2)=[O:15])[NH:12][CH:13]=1.Cl.CO.[C:32](O)(=O)[CH:33]=C.F[P-](F)(F)(F)(F)F.N1(O[P+](N(C)C)(N(C)C)N(C)C)C2C=CC=CC=2N=N1.CCN(C(C)C)C(C)C. No catalyst specified. The yield is 0.270. (6) The reactants are Cl[CH2:2][CH2:3][CH2:4][O:5][C:6]1[CH:15]=[C:14]2[C:9]([C:10]([O:16][C:17]3[CH:22]=[C:21]([CH3:23])[C:20]([CH3:24])=[CH:19][C:18]=3[C:25](=[O:27])[CH3:26])=[CH:11][CH:12]=[N:13]2)=[CH:8][C:7]=1[O:28][CH3:29].[NH:30]1[CH:34]=[CH:33][N:32]=[CH:31]1.C(=O)([O-])[O-].[K+].[K+].O. The catalyst is CN(C)C=O. The product is [N:30]1([CH2:2][CH2:3][CH2:4][O:5][C:6]2[CH:15]=[C:14]3[C:9]([C:10]([O:16][C:17]4[CH:22]=[C:21]([CH3:23])[C:20]([CH3:24])=[CH:19][C:18]=4[C:25](=[O:27])[CH3:26])=[CH:11][CH:12]=[N:13]3)=[CH:8][C:7]=2[O:28][CH3:29])[CH:34]=[CH:33][N:32]=[CH:31]1. The yield is 0.610.